Regression. Given a peptide amino acid sequence and an MHC pseudo amino acid sequence, predict their binding affinity value. This is MHC class I binding data. From a dataset of Peptide-MHC class I binding affinity with 185,985 pairs from IEDB/IMGT. (1) The peptide sequence is YPTNDIPSLF. The MHC is HLA-B07:02 with pseudo-sequence HLA-B07:02. The binding affinity (normalized) is 0.299. (2) The peptide sequence is VMNIERQDYR. The MHC is HLA-A33:01 with pseudo-sequence HLA-A33:01. The binding affinity (normalized) is 0.614. (3) The peptide sequence is MSQMPPHPY. The MHC is HLA-A69:01 with pseudo-sequence HLA-A69:01. The binding affinity (normalized) is 0.0847. (4) The peptide sequence is KTNLYGFIIK. The MHC is HLA-A03:01 with pseudo-sequence HLA-A03:01. The binding affinity (normalized) is 0.487. (5) The peptide sequence is VIYIVQMLAK. The MHC is Mamu-B8301 with pseudo-sequence YSEMYEQNSARTDVDTLYITYRDYTWAAQAYRSY. The binding affinity (normalized) is 0.462.